From a dataset of Reaction yield outcomes from USPTO patents with 853,638 reactions. Predict the reaction yield, written as a fraction of the theoretical maximum amount of product (1.0 means a 100% yield; for example, 0.34 means a 34% yield). (1) The reactants are [NH:1]1[C:9]2[C:4](=[CH:5][CH:6]=[CH:7][CH:8]=2)[C:3](/[CH:10]=[CH:11]/[C:12]2[CH:20]=[CH:19][C:15]([C:16]([OH:18])=O)=[CH:14][CH:13]=2)=[N:2]1.C(OC([NH:28][CH:29]1[CH2:34][CH2:33][NH:32][CH2:31][CH2:30]1)=O)(C)(C)C.O.ON1C2C=CC=CC=2N=N1.Cl.C(N=C=NCCCN(C)C)C.CN1CCOCC1.Cl.CO. The catalyst is CO. The product is [NH:1]1[C:9]2[C:4](=[CH:5][CH:6]=[CH:7][CH:8]=2)[C:3](/[CH:10]=[CH:11]/[C:12]2[CH:13]=[CH:14][C:15]([C:16]([N:32]3[CH2:33][CH2:34][CH:29]([NH2:28])[CH2:30][CH2:31]3)=[O:18])=[CH:19][CH:20]=2)=[N:2]1. The yield is 0.660. (2) The reactants are Cl[C:2]1[CH:3]=[C:4]([CH:24]=[C:25]([O:27][CH3:28])[N:26]=1)[C:5]([NH:7][CH2:8][C@H:9]1[CH2:14][CH2:13][C@H:12]([CH2:15][NH:16][C:17](=[O:23])[O:18][C:19]([CH3:22])([CH3:21])[CH3:20])[CH2:11][CH2:10]1)=[O:6].Cl.[NH2:30][CH2:31][C:32]1[CH:37]=[CH:36][C:35](B(O)O)=[CH:34][CH:33]=1.C([O-])([O-])=O.[K+].[K+]. The catalyst is O1CCOCC1.O.C1C=CC([P]([Pd]([P](C2C=CC=CC=2)(C2C=CC=CC=2)C2C=CC=CC=2)([P](C2C=CC=CC=2)(C2C=CC=CC=2)C2C=CC=CC=2)[P](C2C=CC=CC=2)(C2C=CC=CC=2)C2C=CC=CC=2)(C2C=CC=CC=2)C2C=CC=CC=2)=CC=1. The product is [NH2:30][CH2:31][C:32]1[CH:37]=[CH:36][C:35]([C:2]2[CH:3]=[C:4]([CH:24]=[C:25]([O:27][CH3:28])[N:26]=2)[C:5]([NH:7][CH2:8][C@H:9]2[CH2:14][CH2:13][C@H:12]([CH2:15][NH:16][C:17](=[O:23])[O:18][C:19]([CH3:22])([CH3:21])[CH3:20])[CH2:11][CH2:10]2)=[O:6])=[CH:34][CH:33]=1. The yield is 0.600. (3) The reactants are [O:1]=[C:2]1[CH2:5][N:4]([C:6]([O:8][C:9]([CH3:12])([CH3:11])[CH3:10])=[O:7])[CH2:3]1.[CH3:13][Mg]Br. The catalyst is C(OCC)C. The product is [OH:1][C:2]1([CH3:13])[CH2:5][N:4]([C:6]([O:8][C:9]([CH3:12])([CH3:11])[CH3:10])=[O:7])[CH2:3]1. The yield is 0.783. (4) The reactants are C(N)C1C=CC=CC=1.[F:9][C:10]1[CH:11]=[C:12]([CH2:17][NH2:18])[CH:13]=[CH:14][C:15]=1[F:16].[Br:19][C:20]1[S:21][C:22]([C:26](O)=[O:27])=[C:23]([CH3:25])[N:24]=1. No catalyst specified. The product is [Br:19][C:20]1[S:21][C:22]([C:26]([NH:18][CH2:17][C:12]2[CH:13]=[CH:14][C:15]([F:16])=[C:10]([F:9])[CH:11]=2)=[O:27])=[C:23]([CH3:25])[N:24]=1. The yield is 0.610. (5) The reactants are N1C2C=CC=CC=2N=C1CNC1C2N=CC=CC=2CCC1.BrCCC#N.C[N:28]([CH2:39][C:40]1[N:44]([CH2:45][C:46]2[CH:47]=[N:48]C=CC=2)[C:43]2[CH:52]=[CH:53][CH:54]=[CH:55][C:42]=2[N:41]=1)[CH:29]1[C:38]2[N:37]=[CH:36][CH:35]=[CH:34][C:33]=2[CH2:32][CH2:31][CH2:30]1. No catalyst specified. The product is [N:37]1[C:38]2[CH:29]([NH:28][CH2:39][C:40]3[N:44]([CH2:45][CH2:46][C:47]#[N:48])[C:43]4[CH:52]=[CH:53][CH:54]=[CH:55][C:42]=4[N:41]=3)[CH2:30][CH2:31][CH2:32][C:33]=2[CH:34]=[CH:35][CH:36]=1. The yield is 0.880. (6) The reactants are [CH3:1][S:2]([NH2:5])(=[O:4])=[O:3].[H-].[Na+].[CH3:8][O:9][C:10]1[CH:11]=[C:12]([CH:16]2[CH2:25][C:24]([CH3:27])([CH3:26])[C:23]3[C:18](=[CH:19][CH:20]=[C:21]([C:28](O)=[O:29])[CH:22]=3)[NH:17]2)[CH:13]=[CH:14][CH:15]=1.C(N1C=CN=C1)(N1C=CN=C1)=O. The catalyst is CN(C)C=O.O. The product is [CH3:8][O:9][C:10]1[CH:11]=[C:12]([CH:16]2[CH2:25][C:24]([CH3:27])([CH3:26])[C:23]3[C:18](=[CH:19][CH:20]=[C:21]([C:28]([NH:5][S:2]([CH3:1])(=[O:4])=[O:3])=[O:29])[CH:22]=3)[NH:17]2)[CH:13]=[CH:14][CH:15]=1. The yield is 0.300. (7) The reactants are [CH2:1]([O:4][C@H:5]1[C@@H:9]([CH2:10][C:11]2[CH:16]=[C:15]([CH3:17])[CH:14]=[C:13]([N:18]([C:26]([O:28][C:29]([CH3:32])([CH3:31])[CH3:30])=[O:27])[C:19]([O:21][C:22]([CH3:25])([CH3:24])[CH3:23])=[O:20])[N:12]=2)[CH2:8][N:7]([C:33]([O:35][C:36]([CH3:39])([CH3:38])[CH3:37])=[O:34])[CH2:6]1)[CH:2]=C.[O:40]=[O+][O-].S(C)C. The catalyst is C(Cl)Cl. The product is [C:22]([O:21][C:19]([N:18]([C:26]([O:28][C:29]([CH3:32])([CH3:30])[CH3:31])=[O:27])[C:13]1[N:12]=[C:11]([CH2:10][C@@H:9]2[C@H:5]([O:4][CH2:1][CH:2]=[O:40])[CH2:6][N:7]([C:33]([O:35][C:36]([CH3:39])([CH3:37])[CH3:38])=[O:34])[CH2:8]2)[CH:16]=[C:15]([CH3:17])[CH:14]=1)=[O:20])([CH3:23])([CH3:24])[CH3:25]. The yield is 0.870. (8) The reactants are [NH2:1][C:2]1[CH:3]=[C:4]([CH:7]=[C:8]([F:10])[CH:9]=1)[C:5]#[N:6].Br.Br[CH:13]([C:15]1[CH:16]=[C:17]([C:32]([N:34]([CH3:36])[CH3:35])=[O:33])[CH:18]=[C:19]2[C:24]=1[O:23][C:22]([N:25]1[CH2:30][CH2:29][O:28][CH2:27][CH2:26]1)=[CH:21][C:20]2=[O:31])[CH3:14]. No catalyst specified. The product is [C:5]([C:4]1[CH:3]=[C:2]([NH:1][CH:13]([C:15]2[CH:16]=[C:17]([C:32]([N:34]([CH3:36])[CH3:35])=[O:33])[CH:18]=[C:19]3[C:24]=2[O:23][C:22]([N:25]2[CH2:30][CH2:29][O:28][CH2:27][CH2:26]2)=[CH:21][C:20]3=[O:31])[CH3:14])[CH:9]=[C:8]([F:10])[CH:7]=1)#[N:6]. The yield is 0.550. (9) The reactants are O.[OH-].[Li+].[CH3:4][C@H:5]1[CH2:10][CH2:9][C@H:8]([C@H:11]([NH:16][C:17]([C:19]2[C:28]([NH:29][C:30]([NH:32][C:33]3[C:38]([Cl:39])=[CH:37][C:36]([Cl:40])=[CH:35][C:34]=3[Cl:41])=[O:31])=[CH:27][C:26]3[C:21](=[CH:22][CH:23]=[CH:24][CH:25]=3)[CH:20]=2)=[O:18])[C:12]([O:14]C)=[O:13])[CH2:7][CH2:6]1.CO.Cl. The catalyst is C1COCC1.O. The product is [CH3:4][C@H:5]1[CH2:10][CH2:9][C@H:8]([C@H:11]([NH:16][C:17]([C:19]2[C:28]([NH:29][C:30]([NH:32][C:33]3[C:34]([Cl:41])=[CH:35][C:36]([Cl:40])=[CH:37][C:38]=3[Cl:39])=[O:31])=[CH:27][C:26]3[C:21](=[CH:22][CH:23]=[CH:24][CH:25]=3)[CH:20]=2)=[O:18])[C:12]([OH:14])=[O:13])[CH2:7][CH2:6]1. The yield is 0.990.